Predict the reaction yield, written as a fraction of the theoretical maximum amount of product (1.0 means a 100% yield; for example, 0.34 means a 34% yield). From a dataset of Reaction yield outcomes from USPTO patents with 853,638 reactions. The reactants are [Br:1][C:2]1[CH:3]=[C:4]([C:15]([OH:17])=O)[C:5]2[C:10]([CH3:11])=[N:9][N:8]([CH:12]([CH3:14])[CH3:13])[C:6]=2[N:7]=1.[NH2:18][CH2:19][C:20]1[C:21](=[O:28])[NH:22][C:23]([CH3:27])=[CH:24][C:25]=1[CH3:26].C1CN([P+](ON2N=NC3C=CC=CC2=3)(N2CCCC2)N2CCCC2)CC1.F[P-](F)(F)(F)(F)F. The catalyst is CS(C)=O. The product is [Br:1][C:2]1[CH:3]=[C:4]([C:15]([NH:18][CH2:19][C:20]2[C:21](=[O:28])[NH:22][C:23]([CH3:27])=[CH:24][C:25]=2[CH3:26])=[O:17])[C:5]2[C:10]([CH3:11])=[N:9][N:8]([CH:12]([CH3:13])[CH3:14])[C:6]=2[N:7]=1. The yield is 0.275.